This data is from Forward reaction prediction with 1.9M reactions from USPTO patents (1976-2016). The task is: Predict the product of the given reaction. Given the reactants [Br:1][CH2:2][C:3]([C:8]1[CH:9]=[C:10]([N:20]([CH3:22])[CH3:21])[CH:11]=[C:12]([S:14]([F:19])([F:18])([F:17])([F:16])[F:15])[CH:13]=1)(OC)[O:4]C.S(=O)(=O)(O)O, predict the reaction product. The product is: [Br:1][CH2:2][C:3]([C:8]1[CH:13]=[C:12]([S:14]([F:19])([F:15])([F:16])([F:17])[F:18])[CH:11]=[C:10]([N:20]([CH3:22])[CH3:21])[CH:9]=1)=[O:4].